This data is from Catalyst prediction with 721,799 reactions and 888 catalyst types from USPTO. The task is: Predict which catalyst facilitates the given reaction. (1) Reactant: [N+:1]([C:4]1[CH:5]=[CH:6][CH:7]=[C:8]2[C:12]=1[NH:11][CH:10]=[CH:9]2)([O-:3])=[O:2].[CH:13]([C:16]1[CH:17]=[C:18]([CH:21]=[CH:22][C:23]=1[O:24][Si:25]([CH:32]([CH3:34])[CH3:33])([CH:29]([CH3:31])[CH3:30])[CH:26]([CH3:28])[CH3:27])[CH:19]=O)([CH3:15])[CH3:14].FC(F)(F)C(O)=O.C([SiH](CC)CC)C.[OH-].[Na+]. Product: [CH:13]([C:16]1[CH:17]=[C:18]([CH:21]=[CH:22][C:23]=1[O:24][Si:25]([CH:32]([CH3:34])[CH3:33])([CH:29]([CH3:31])[CH3:30])[CH:26]([CH3:28])[CH3:27])[CH2:19][C:9]1[C:8]2[C:12](=[C:4]([N+:1]([O-:3])=[O:2])[CH:5]=[CH:6][CH:7]=2)[NH:11][CH:10]=1)([CH3:15])[CH3:14]. The catalyst class is: 4. (2) Reactant: [CH3:1][C:2]([N+:21]([O-])=O)([CH3:20])[CH2:3][CH2:4][NH:5][C:6]1[N:11]=[C:10]([C:12]([O:14][CH2:15][CH3:16])=[O:13])[CH:9]=[CH:8][C:7]=1[N+:17]([O-])=O.[CH3:24]O.[H][H]. Product: [NH2:21][C:2]([CH3:20])([CH3:1])[CH2:3][CH2:4][N:5]1[C:6]2=[N:11][C:10]([C:12]([O:14][CH2:15][CH3:16])=[O:13])=[CH:9][CH:8]=[C:7]2[N:17]=[CH:24]1. The catalyst class is: 153. (3) Reactant: CC(O[C:5](/[N:7]=N/C(OC(C)C)=O)=O)C.[OH:15][C:16]1[CH:21]=[CH:20][C:19]([C:22]2[CH:27]=[CH:26][C:25]([NH:28][C:29]([C:31]3[CH:32]=[C:33]([C:39]4[CH:44]=[CH:43][CH:42]=[C:41]([O:45][CH3:46])[CH:40]=4)[C:34]([O:37][CH3:38])=[CH:35][CH:36]=3)=[O:30])=[CH:24][CH:23]=2)=[CH:18][CH:17]=1.[C:60]1(P([C:60]2[CH:65]=[CH:64][CH:63]=[CH:62][CH:61]=2)[C:60]2[CH:65]=[CH:64][CH:63]=[CH:62][CH:61]=2)[CH:65]=[CH:64][CH:63]=[CH:62][CH:61]=1. Product: [CH3:46][O:45][C:41]1[CH:40]=[C:39]([C:33]2[C:34]([O:37][CH3:38])=[CH:35][CH:36]=[C:31]([C:29]([NH:28][C:25]3[CH:24]=[CH:23][C:22]([C:19]4[CH:20]=[CH:21][C:16]([O:15][CH2:60][CH2:65][CH:64]5[CH2:63][CH2:62][CH2:61][CH2:5][NH:7]5)=[CH:17][CH:18]=4)=[CH:27][CH:26]=3)=[O:30])[CH:32]=2)[CH:44]=[CH:43][CH:42]=1. The catalyst class is: 1. (4) Reactant: Cl[C:2]1[N:7]=[C:6]([Cl:8])[N:5]=[CH:4][N:3]=1.CCN(C(C)C)C(C)C.[F:18][CH:19]([F:26])[N:20]1[CH:24]=[C:23]([NH2:25])[CH:22]=[N:21]1. Product: [Cl:8][C:6]1[N:5]=[CH:4][N:3]=[C:2]([NH:25][C:23]2[CH:22]=[N:21][N:20]([CH:19]([F:26])[F:18])[CH:24]=2)[N:7]=1. The catalyst class is: 3. (5) Reactant: [NH2:1][C:2]1[CH:12]=[C:11]([CH3:13])[C:10]([Br:14])=[CH:9][C:3]=1[C:4]([O:6][CH2:7][CH3:8])=[O:5].[C:15](O[C:15]([O:17][C:18]([CH3:21])([CH3:20])[CH3:19])=[O:16])([O:17][C:18]([CH3:21])([CH3:20])[CH3:19])=[O:16]. Product: [CH3:21][C:18]([O:17][C:15]([N:1]([C:15]([O:17][C:18]([CH3:21])([CH3:20])[CH3:19])=[O:16])[C:2]1[CH:12]=[C:11]([CH3:13])[C:10]([Br:14])=[CH:9][C:3]=1[C:4]([O:6][CH2:7][CH3:8])=[O:5])=[O:16])([CH3:19])[CH3:20]. The catalyst class is: 630. (6) Reactant: [N:1]1([C:6]2[CH:13]=[CH:12][CH:11]=[CH:10][C:7]=2[C:8]#[N:9])[CH:5]=[N:4][CH:3]=[N:2]1.[ClH:14]. Product: [ClH:14].[N:1]1([C:6]2[CH:13]=[CH:12][CH:11]=[CH:10][C:7]=2[CH2:8][NH2:9])[CH:5]=[N:4][CH:3]=[N:2]1. The catalyst class is: 29. (7) The catalyst class is: 17. Reactant: [NH2:1][C:2]1[C:7]([CH2:8][C:9]2[CH:14]=[CH:13][CH:12]=[CH:11][CH:10]=2)=[N:6][C:5]([C:15]2[CH:20]=[CH:19][C:18]([O:21][CH3:22])=[CH:17][CH:16]=2)=[CH:4][N:3]=1.C(Cl)(Cl)Cl.[C:27](Cl)(=[O:29])[CH3:28].C(=O)(O)[O-].[Na+]. Product: [C:27]([NH:1][C:2]1[C:7]([CH2:8][C:9]2[CH:10]=[CH:11][CH:12]=[CH:13][CH:14]=2)=[N:6][C:5]([C:15]2[CH:16]=[CH:17][C:18]([O:21][CH3:22])=[CH:19][CH:20]=2)=[CH:4][N:3]=1)(=[O:29])[CH3:28]. (8) Reactant: [Cl:1][C:2]1[C:3]([N:20]([CH:22]2[CH2:27][CH2:26][NH:25][CH2:24][CH:23]2[CH2:28][CH3:29])[CH3:21])=[N:4][C:5]([NH:8][C:9]2[CH:10]=[CH:11][C:12]3[C:16]([CH:17]=2)=[N:15][N:14]([CH3:18])[C:13]=3[CH3:19])=[N:6][CH:7]=1.Cl[C:31]1[N:36]=[CH:35][C:34]([C:37]#[N:38])=[CH:33][CH:32]=1. Product: [Cl:1][C:2]1[C:3]([N:20]([CH3:21])[CH:22]2[CH2:27][CH2:26][N:25]([C:31]3[CH:32]=[CH:33][C:34]([C:37]#[N:38])=[CH:35][N:36]=3)[CH2:24][CH:23]2[CH2:28][CH3:29])=[N:4][C:5]([NH:8][C:9]2[CH:10]=[CH:11][C:12]3[C:16]([CH:17]=2)=[N:15][N:14]([CH3:18])[C:13]=3[CH3:19])=[N:6][CH:7]=1. The catalyst class is: 8. (9) Product: [CH2:1]([N:5]([C:6]1[CH:7]=[C:8]([C:12]2[CH:13]=[CH:14][C:15]([C:18]([F:19])([F:20])[F:21])=[CH:16][CH:17]=2)[CH:9]=[CH:10][CH:11]=1)[S:23]([C:26]1[CH:38]=[CH:37][C:29]([O:30][CH2:31][C:32]([O:34][CH2:35][CH3:36])=[O:33])=[C:28]([CH3:39])[CH:27]=1)(=[O:25])=[O:24])[CH2:2][CH2:3][CH3:4]. Reactant: [CH2:1]([NH:5][C:6]1[CH:7]=[C:8]([C:12]2[CH:17]=[CH:16][C:15]([C:18]([F:21])([F:20])[F:19])=[CH:14][CH:13]=2)[CH:9]=[CH:10][CH:11]=1)[CH2:2][CH2:3][CH3:4].Cl[S:23]([C:26]1[CH:38]=[CH:37][C:29]([O:30][CH2:31][C:32]([O:34][CH2:35][CH3:36])=[O:33])=[C:28]([CH3:39])[CH:27]=1)(=[O:25])=[O:24].C(N(CC)CC)C.S(Cl)(Cl)(=O)=O. The catalyst class is: 34. (10) Reactant: [F:1][C:2]1[CH:7]=[CH:6][CH:5]=[CH:4][C:3]=1[C:8]1[O:12][N:11]=[C:10]([C:13]2[CH:14]=[C:15]([CH:19]=[CH:20][CH:21]=2)[C:16](O)=[O:17])[N:9]=1.C(Cl)(=O)C([Cl:25])=O. Product: [F:1][C:2]1[CH:7]=[CH:6][CH:5]=[CH:4][C:3]=1[C:8]1[O:12][N:11]=[C:10]([C:13]2[CH:14]=[C:15]([CH:19]=[CH:20][CH:21]=2)[C:16]([Cl:25])=[O:17])[N:9]=1. The catalyst class is: 204.